From a dataset of Forward reaction prediction with 1.9M reactions from USPTO patents (1976-2016). Predict the product of the given reaction. (1) Given the reactants Cl[C:2]1[C:7]([C:8]([F:11])([F:10])[F:9])=[CH:6][N:5]=[C:4]([NH:12][C:13]2[CH:27]=[CH:26][C:16]([CH2:17][P:18](=[O:25])([O:22][CH2:23][CH3:24])[O:19][CH2:20][CH3:21])=[CH:15][CH:14]=2)[N:3]=1.[NH2:28][C:29]1[CH:30]=[CH:31][C:32]([O:40][CH3:41])=[C:33]2[C:37]=1[C:36](=[O:38])[N:35]([CH3:39])[CH2:34]2, predict the reaction product. The product is: [CH3:41][O:40][C:32]1[CH:31]=[CH:30][C:29]([NH:28][C:2]2[C:7]([C:8]([F:9])([F:10])[F:11])=[CH:6][N:5]=[C:4]([NH:12][C:13]3[CH:27]=[CH:26][C:16]([CH2:17][P:18](=[O:25])([O:22][CH2:23][CH3:24])[O:19][CH2:20][CH3:21])=[CH:15][CH:14]=3)[N:3]=2)=[C:37]2[C:33]=1[CH2:34][N:35]([CH3:39])[C:36]2=[O:38]. (2) Given the reactants [F:1][C:2]1[CH:23]=[CH:22][C:5]([CH2:6][N:7]2[C:11]([SH:12])=[N:10][N:9]=[C:8]2[CH2:13][NH:14][C:15](=[O:21])[O:16][C:17]([CH3:20])([CH3:19])[CH3:18])=[CH:4][CH:3]=1.[OH-].[Na+].[CH3:26]I, predict the reaction product. The product is: [F:1][C:2]1[CH:23]=[CH:22][C:5]([CH2:6][N:7]2[C:11]([S:12][CH3:26])=[N:10][N:9]=[C:8]2[CH2:13][NH:14][C:15](=[O:21])[O:16][C:17]([CH3:19])([CH3:20])[CH3:18])=[CH:4][CH:3]=1. (3) Given the reactants Br[C:2]1[CH:7]=[CH:6][C:5]([CH3:8])=[CH:4][N:3]=1.[CH3:9][N:10](C=O)C, predict the reaction product. The product is: [CH3:8][C:5]1[CH:6]=[CH:7][C:2]([C:9]#[N:10])=[N:3][CH:4]=1. (4) Given the reactants [CH:1]1([CH2:7][C@H:8]([N:12]2[CH2:16][C:15]([O:17][C:18]3[C:27]4[O:26][CH2:25][CH2:24][O:23][C:22]=4[CH:21]=[CH:20][CH:19]=3)=[CH:14][C:13]2=[O:28])[C:9](O)=[O:10])[CH2:6][CH2:5][CH2:4][CH2:3][CH2:2]1.CN(C)CCCN=C=NCC.ON1C2C=CC=CC=2N=N1.[NH2:50][C:51]1[CH:55]=[CH:54][N:53]([CH2:56][C:57]([CH3:60])([OH:59])[CH3:58])[N:52]=1, predict the reaction product. The product is: [CH:1]1([CH2:7][C@H:8]([N:12]2[CH2:16][C:15]([O:17][C:18]3[C:27]4[O:26][CH2:25][CH2:24][O:23][C:22]=4[CH:21]=[CH:20][CH:19]=3)=[CH:14][C:13]2=[O:28])[C:9]([NH:50][C:51]2[CH:55]=[CH:54][N:53]([CH2:56][C:57]([OH:59])([CH3:58])[CH3:60])[N:52]=2)=[O:10])[CH2:2][CH2:3][CH2:4][CH2:5][CH2:6]1. (5) Given the reactants [CH2:1]([N:3]1[C:7]([C:8]([OH:10])=O)=[CH:6][C:5]([CH3:11])=[N:4]1)[CH3:2].O1CCCC1.C(Cl)(=O)C(Cl)=O.[NH2:23][C:24]1[CH:25]=[C:26]([CH:43]=[CH:44][C:45]=1[F:46])[O:27][C:28]1[CH:29]=[CH:30][C:31]2[N:32]([CH:34]=[C:35]([NH:37][C:38]([CH:40]3[CH2:42][CH2:41]3)=[O:39])[N:36]=2)[N:33]=1, predict the reaction product. The product is: [CH:40]1([C:38]([NH:37][C:35]2[N:36]=[C:31]3[CH:30]=[CH:29][C:28]([O:27][C:26]4[CH:43]=[CH:44][C:45]([F:46])=[C:24]([NH:23][C:8]([C:7]5[N:3]([CH2:1][CH3:2])[N:4]=[C:5]([CH3:11])[CH:6]=5)=[O:10])[CH:25]=4)=[N:33][N:32]3[CH:34]=2)=[O:39])[CH2:41][CH2:42]1.